This data is from Forward reaction prediction with 1.9M reactions from USPTO patents (1976-2016). The task is: Predict the product of the given reaction. (1) Given the reactants [NH2:1][C:2]1[C:11]2[C:6](=[CH:7][C:8](F)=[CH:9][CH:10]=2)[C:5]([Br:13])=[CH:4][N:3]=1.[CH3:14][C:15]1[C:23]2[C:22](=[O:24])[CH2:21][C:20]([CH3:26])([CH3:25])[CH2:19][C:18]=2[NH:17][CH:16]=1.[H-].[Na+].[NH4+].[Cl-], predict the reaction product. The product is: [NH2:1][C:2]1[C:11]2[C:6](=[CH:7][C:8]([N:17]3[C:18]4[CH2:19][C:20]([CH3:25])([CH3:26])[CH2:21][C:22](=[O:24])[C:23]=4[C:15]([CH3:14])=[CH:16]3)=[CH:9][CH:10]=2)[C:5]([Br:13])=[CH:4][N:3]=1. (2) The product is: [Cl:1][C:2]1[C:3]2[N:4]=[N:19][C:17]3=[C:16]([CH3:18])[N:15]=[CH:14][N:13]3[C:5]=2[CH:6]=[C:7]([C:9]([F:12])([F:11])[F:10])[CH:8]=1. Given the reactants [Cl:1][C:2]1[CH:8]=[C:7]([C:9]([F:12])([F:11])[F:10])[CH:6]=[C:5]([N:13]2[CH:17]=[C:16]([CH3:18])[N:15]=[CH:14]2)[C:3]=1[NH2:4].[N:19]([O-])=O.[Na+].[OH-].[Na+], predict the reaction product.